Dataset: Reaction yield outcomes from USPTO patents with 853,638 reactions. Task: Predict the reaction yield, written as a fraction of the theoretical maximum amount of product (1.0 means a 100% yield; for example, 0.34 means a 34% yield). (1) The reactants are [N:1]12[CH2:8][CH2:7][CH:4]([CH2:5][CH2:6]1)[CH:3]([NH:9][C:10]([C:12]1[CH:13]=[CH:14][CH:15]=[C:16]3[O:20][C:19]([C:21]4[CH:26]=[CH:25][C:24]([NH2:27])=[CH:23][CH:22]=4)=[N:18][C:17]=13)=[O:11])[CH2:2]2.[C:28](OC(=O)C)(=[O:30])[CH3:29].N1C=CC=CC=1. The catalyst is ClCCl.CN(C1C=CN=CC=1)C.C(OCC)(=O)C. The product is [N:1]12[CH2:6][CH2:5][CH:4]([CH2:7][CH2:8]1)[CH:3]([NH:9][C:10]([C:12]1[CH:13]=[CH:14][CH:15]=[C:16]3[O:20][C:19]([C:21]4[CH:22]=[CH:23][C:24]([NH:27][C:28](=[O:30])[CH3:29])=[CH:25][CH:26]=4)=[N:18][C:17]=13)=[O:11])[CH2:2]2. The yield is 0.440. (2) The reactants are [Cl:1][C:2]1[CH:45]=[CH:44][C:5]([CH2:6][N:7]2[C:15]3[C:14](=[O:16])[N:13]([CH2:17][CH2:18][O:19]C4CCCCO4)[C:12](=[O:26])[N:11]([CH3:27])[C:10]=3[N:9]=[C:8]2[O:28][CH2:29][CH2:30][CH2:31][O:32][C:33]2[CH:38]=[CH:37][CH:36]=[C:35]([O:39][C:40]([F:43])([F:42])[F:41])[CH:34]=2)=[CH:4][CH:3]=1.C(Cl)(=O)C. The catalyst is C(O)C. The product is [Cl:1][C:2]1[CH:3]=[CH:4][C:5]([CH2:6][N:7]2[C:15]3[C:14](=[O:16])[N:13]([CH2:17][CH2:18][OH:19])[C:12](=[O:26])[N:11]([CH3:27])[C:10]=3[N:9]=[C:8]2[O:28][CH2:29][CH2:30][CH2:31][O:32][C:33]2[CH:38]=[CH:37][CH:36]=[C:35]([O:39][C:40]([F:43])([F:41])[F:42])[CH:34]=2)=[CH:44][CH:45]=1. The yield is 0.392. (3) The reactants are S([O-])([O-])=O.[Na+].[Na+].P([O-])([O-])([O-])=O.[Na+].[Na+].[Na+].Cl[S:16]([C:19]1[CH:24]=[CH:23][C:22]([C:25]2[CH:30]=[CH:29][C:28]([CH2:31][C:32]([OH:34])=[O:33])=[CH:27][CH:26]=2)=[CH:21][CH:20]=1)(=[O:18])=[O:17].Br[CH2:36][CH2:37][CH2:38][O:39][CH3:40].[OH-].[Na+].OS(O)(=O)=O. The catalyst is [Br-].C([N+](CCCC)(CCCC)CCCC)CCC.O. The product is [CH3:40][O:39][CH2:38][CH2:37][CH2:36][S:16]([C:19]1[CH:24]=[CH:23][C:22]([C:25]2[CH:30]=[CH:29][C:28]([CH2:31][C:32]([OH:34])=[O:33])=[CH:27][CH:26]=2)=[CH:21][CH:20]=1)(=[O:18])=[O:17]. The yield is 0.800.